This data is from Peptide-MHC class I binding affinity with 185,985 pairs from IEDB/IMGT. The task is: Regression. Given a peptide amino acid sequence and an MHC pseudo amino acid sequence, predict their binding affinity value. This is MHC class I binding data. (1) The peptide sequence is FQWWRSHPL. The MHC is HLA-B83:01 with pseudo-sequence HLA-B83:01. The binding affinity (normalized) is 0.430. (2) The peptide sequence is RQIVDTCD. The MHC is Mamu-B03 with pseudo-sequence Mamu-B03. The binding affinity (normalized) is 0.284. (3) The peptide sequence is HDLPLLCTL. The MHC is HLA-B44:02 with pseudo-sequence HLA-B44:02. The binding affinity (normalized) is 0.150.